From a dataset of Reaction yield outcomes from USPTO patents with 853,638 reactions. Predict the reaction yield, written as a fraction of the theoretical maximum amount of product (1.0 means a 100% yield; for example, 0.34 means a 34% yield). (1) The reactants are [OH:1][C:2]1[CH:7]=[C:6]([O:8][CH:9]([CH3:11])[CH3:10])[CH:5]=[CH:4][C:3]=1[CH2:12][CH2:13][C:14]([O:16][CH2:17][CH3:18])=[O:15].[H-].[Na+].Cl[C:22]1[C:27]([Cl:28])=[CH:26][C:25]([C:29]([F:32])([F:31])[F:30])=[CH:24][N:23]=1.[Cl-].[NH4+]. The catalyst is CN(C)C=O. The product is [Cl:28][C:27]1[C:22]([O:1][C:2]2[CH:7]=[C:6]([O:8][CH:9]([CH3:11])[CH3:10])[CH:5]=[CH:4][C:3]=2[CH2:12][CH2:13][C:14]([O:16][CH2:17][CH3:18])=[O:15])=[N:23][CH:24]=[C:25]([C:29]([F:31])([F:30])[F:32])[CH:26]=1. The yield is 0.780. (2) The reactants are [OH-].[Na+].C1(S([N:12]2[C:20]3[C:15](=[CH:16][CH:17]=[CH:18][CH:19]=3)[C:14]([C:21]3[CH:26]=[CH:25][N:24]=[C:23]([NH:27][C@H:28]4[CH2:33][CH2:32][C@H:31]([OH:34])[CH2:30][CH2:29]4)[N:22]=3)=[CH:13]2)(=O)=O)C=CC=CC=1. The catalyst is CO. The product is [NH:12]1[C:20]2[C:15](=[CH:16][CH:17]=[CH:18][CH:19]=2)[C:14]([C:21]2[CH:26]=[CH:25][N:24]=[C:23]([NH:27][C@H:28]3[CH2:29][CH2:30][C@H:31]([OH:34])[CH2:32][CH2:33]3)[N:22]=2)=[CH:13]1. The yield is 0.570.